This data is from Full USPTO retrosynthesis dataset with 1.9M reactions from patents (1976-2016). The task is: Predict the reactants needed to synthesize the given product. (1) The reactants are: [Br:1][C:2]1[CH:7]=[CH:6][C:5]([C:8]2[O:12][N:11]=[C:10]([CH3:13])[C:9]=2[NH2:14])=[CH:4][CH:3]=1.[CH2:15]1[C:24]2[C:19](=[CH:20][CH:21]=[CH:22][CH:23]=2)[CH2:18][CH2:17][C:16]1=O. Given the product [Br:1][C:2]1[CH:3]=[CH:4][C:5]([C:8]2[O:12][N:11]=[C:10]([CH3:13])[C:9]=2[NH:14][CH:21]2[CH2:22][CH2:23][C:24]3[C:19](=[CH:18][CH:17]=[CH:16][CH:15]=3)[CH2:20]2)=[CH:6][CH:7]=1, predict the reactants needed to synthesize it. (2) Given the product [O:17]1[C:13]([CH2:12][S:8][C:5]2[CH:6]=[CH:7][C:2]([NH2:1])=[CH:3][CH:4]=2)=[CH:14][CH:15]=[N:16]1, predict the reactants needed to synthesize it. The reactants are: [NH2:1][C:2]1[CH:7]=[CH:6][C:5]([SH:8])=[CH:4][CH:3]=1.[OH-].[Na+].Br[CH2:12][C:13]1[O:17][N:16]=[CH:15][CH:14]=1.